Dataset: Full USPTO retrosynthesis dataset with 1.9M reactions from patents (1976-2016). Task: Predict the reactants needed to synthesize the given product. (1) The reactants are: [F:1][C:2]([F:13])([F:12])[C:3]1[C:11]2[CH2:10][CH2:9][CH2:8][CH2:7][C:6]=2[NH:5][N:4]=1.Br[CH2:15][CH2:16][NH:17][C:18](=[O:24])[O:19][C:20]([CH3:23])([CH3:22])[CH3:21].CN(C=O)C.CC(C)([O-])C.[K+]. Given the product [F:13][C:2]([F:1])([F:12])[C:3]1[C:11]2[CH2:10][CH2:9][CH2:8][CH2:7][C:6]=2[N:5]([CH2:15][CH2:16][NH:17][C:18](=[O:24])[O:19][C:20]([CH3:23])([CH3:22])[CH3:21])[N:4]=1, predict the reactants needed to synthesize it. (2) Given the product [CH3:1][O:2][C:3]([C:5]1[S:6][CH:7]=[CH:8][C:9]=1[S:10]([NH:11][C:12]1[CH:13]=[CH:14][C:15]([N:18]2[CH2:19][CH2:20][CH:21]([NH:27][CH2:28][C@H:29]([OH:30])[C:31]3[CH:32]=[CH:33][C:34]([OH:42])=[C:35]([NH:37][S:38]([CH3:41])(=[O:40])=[O:39])[CH:36]=3)[CH2:22][CH2:23]2)=[CH:16][CH:17]=1)(=[O:25])=[O:26])=[O:4], predict the reactants needed to synthesize it. The reactants are: [CH3:1][O:2][C:3]([C:5]1[S:6][CH:7]=[CH:8][C:9]=1[S:10](=[O:26])(=[O:25])[NH:11][C:12]1[CH:17]=[CH:16][C:15]([N:18]2[CH2:23][CH2:22][C:21](=O)[CH2:20][CH2:19]2)=[CH:14][CH:13]=1)=[O:4].[NH2:27][CH2:28][C@@H:29]([C:31]1[CH:32]=[CH:33][C:34]([OH:42])=[C:35]([NH:37][S:38]([CH3:41])(=[O:40])=[O:39])[CH:36]=1)[OH:30]. (3) Given the product [CH2:1]([C:5]1[O:6][C:7]2[CH:22]=[CH:21][CH:20]=[CH:19][C:8]=2[C:9]=1[CH:10]([OH:18])[C:11]1[CH:16]=[CH:15][C:14]([OH:17])=[CH:13][CH:12]=1)[CH2:2][CH2:3][CH3:4], predict the reactants needed to synthesize it. The reactants are: [CH2:1]([C:5]1[O:6][C:7]2[CH:22]=[CH:21][CH:20]=[CH:19][C:8]=2[C:9]=1[C:10](=[O:18])[C:11]1[CH:16]=[CH:15][C:14]([OH:17])=[CH:13][CH:12]=1)[CH2:2][CH2:3][CH3:4].[H-].[Al+3].[Li+].[H-].[H-].[H-].